The task is: Predict the product of the given reaction.. This data is from Forward reaction prediction with 1.9M reactions from USPTO patents (1976-2016). (1) Given the reactants [CH3:1][C:2]1[CH:3]=[C:4]([NH2:7])[NH:5][N:6]=1.CC[O-].[Na+].[C:12](OCC)(=[O:19])[CH2:13][C:14](OCC)=[O:15], predict the reaction product. The product is: [CH3:1][C:2]1[CH:3]=[C:4]2[NH:7][C:12](=[O:19])[CH2:13][C:14](=[O:15])[N:5]2[N:6]=1. (2) Given the reactants [Cl:1][C:2]1[C:11]2[C:6](=[CH:7][CH:8]=[CH:9][C:10]=2[O:12][CH:13]2[CH2:18][CH2:17][N:16]([CH3:19])[CH2:15][CH2:14]2)[N:5]=[CH:4][N:3]=1.[C:20]([C:22]1[CH:23]=[C:24]([CH:26]=[CH:27][C:28]=1[O:29][CH2:30][C:31]1[CH:36]=[CH:35][CH:34]=[C:33]([F:37])[CH:32]=1)[NH2:25])#[CH:21], predict the reaction product. The product is: [ClH:1].[C:20]([C:22]1[CH:23]=[C:24]([CH:26]=[CH:27][C:28]=1[O:29][CH2:30][C:31]1[CH:36]=[CH:35][CH:34]=[C:33]([F:37])[CH:32]=1)[NH:25][C:2]1[C:11]2[C:6](=[CH:7][CH:8]=[CH:9][C:10]=2[O:12][CH:13]2[CH2:18][CH2:17][N:16]([CH3:19])[CH2:15][CH2:14]2)[N:5]=[CH:4][N:3]=1)#[CH:21]. (3) Given the reactants [CH:1]1([N:6]2[CH2:11][CH2:10][N:9]([C:12]([C:14]3[CH:15]=[C:16]4[C:20](=[CH:21][CH:22]=3)[NH:19][C:18]([C:23]([N:25]3[CH2:30][CH2:29][S:28](=[O:32])(=[O:31])[CH2:27][CH2:26]3)=[O:24])=[CH:17]4)=[O:13])[CH2:8][CH2:7]2)[CH2:5][CH2:4][CH2:3][CH2:2]1.[F:33][C:34]1[CH:39]=[CH:38][C:37](B(O)O)=[CH:36][CH:35]=1.N1C=CC=CC=1, predict the reaction product. The product is: [CH:1]1([N:6]2[CH2:7][CH2:8][N:9]([C:12]([C:14]3[CH:15]=[C:16]4[C:20](=[CH:21][CH:22]=3)[N:19]([C:37]3[CH:38]=[CH:39][C:34]([F:33])=[CH:35][CH:36]=3)[C:18]([C:23]([N:25]3[CH2:30][CH2:29][S:28](=[O:31])(=[O:32])[CH2:27][CH2:26]3)=[O:24])=[CH:17]4)=[O:13])[CH2:10][CH2:11]2)[CH2:2][CH2:3][CH2:4][CH2:5]1. (4) The product is: [F:37][CH:35]([F:36])[C:33]1[CH:32]=[CH:31][N:30]=[C:29]([NH:28][C:23]2[CH:22]=[C:21]([C:19]3[CH:18]=[N:17][N:16]([CH2:15][C:12]4[CH:11]=[CH:10][C:9](=[O:8])[NH:14][CH:13]=4)[CH:20]=3)[CH:26]=[C:25]([CH3:27])[CH:24]=2)[N:34]=1. Given the reactants C([O:8][C:9]1[N:14]=[CH:13][C:12]([CH2:15][N:16]2[CH:20]=[C:19]([C:21]3[CH:22]=[C:23]([NH:28][C:29]4[N:34]=[C:33]([CH:35]([F:37])[F:36])[CH:32]=[CH:31][N:30]=4)[CH:24]=[C:25]([CH3:27])[CH:26]=3)[CH:18]=[N:17]2)=[CH:11][CH:10]=1)C1C=CC=CC=1, predict the reaction product.